The task is: Predict which catalyst facilitates the given reaction.. This data is from Catalyst prediction with 721,799 reactions and 888 catalyst types from USPTO. (1) Reactant: C[O:2][C:3](=[O:24])[C:4]1[CH:9]=[CH:8][CH:7]=[C:6]([C:10]2[O:14][N:13]=[C:12]([C:15]3[CH:16]=[N:17][C:18]([N:21]([CH3:23])[CH3:22])=[CH:19][CH:20]=3)[N:11]=2)[CH:5]=1.[Li+].[OH-]. Product: [CH3:22][N:21]([CH3:23])[C:18]1[N:17]=[CH:16][C:15]([C:12]2[N:11]=[C:10]([C:6]3[CH:5]=[C:4]([CH:9]=[CH:8][CH:7]=3)[C:3]([OH:24])=[O:2])[O:14][N:13]=2)=[CH:20][CH:19]=1. The catalyst class is: 12. (2) Reactant: [I:1][C:2]1[CH:3]=[N:4][NH:5][CH:6]=1.C(=O)([O-])[O-].[K+].[K+].[CH2:13](Br)[C:14]1[CH:19]=[CH:18][CH:17]=[CH:16][CH:15]=1. Product: [CH2:13]([N:4]1[CH:3]=[C:2]([I:1])[CH:6]=[N:5]1)[C:14]1[CH:19]=[CH:18][CH:17]=[CH:16][CH:15]=1. The catalyst class is: 21. (3) Reactant: C[Si](Br)(C)C.C[O:7][P:8]([CH:12]([P:43]([O:47]C)([O:45]C)=[O:44])[CH2:13][N:14]1[CH2:19][CH2:18][CH2:17][C@H:16]2[CH2:20][N:21]([C:23]3[C:32]([O:33][CH3:34])=[C:31]4[C:26]([C:27](=[O:41])[C:28]([C:38]([OH:40])=[O:39])=[CH:29][N:30]4[CH:35]4[CH2:37][CH2:36]4)=[CH:25][C:24]=3[F:42])[CH2:22][C@@H:15]12)([O:10]C)=[O:9]. Product: [P:8]([CH:12]([P:43]([OH:45])([OH:47])=[O:44])[CH2:13][N:14]1[CH2:19][CH2:18][CH2:17][C@H:16]2[CH2:20][N:21]([C:23]3[C:32]([O:33][CH3:34])=[C:31]4[C:26]([C:27](=[O:41])[C:28]([C:38]([OH:40])=[O:39])=[CH:29][N:30]4[CH:35]4[CH2:37][CH2:36]4)=[CH:25][C:24]=3[F:42])[CH2:22][C@@H:15]12)([OH:9])([OH:10])=[O:7]. The catalyst class is: 2. (4) Reactant: [H-].[Na+].[CH3:3][O:4][C:5]1[CH:12]=[C:11]([O:13][CH3:14])[CH:10]=[CH:9][C:6]=1[CH2:7][OH:8].Cl[C:16]1[N:21]=[CH:20][N:19]=[C:18]([C:22]([NH:24][CH:25]([C:29]2[CH:34]=[CH:33][C:32]([O:35][C:36]([F:39])([F:38])[F:37])=[CH:31][CH:30]=2)[CH2:26][O:27][CH3:28])=[O:23])[CH:17]=1.O. Product: [CH3:3][O:4][C:5]1[CH:12]=[C:11]([O:13][CH3:14])[CH:10]=[CH:9][C:6]=1[CH2:7][O:8][C:16]1[N:21]=[CH:20][N:19]=[C:18]([C:22]([NH:24][CH:25]([C:29]2[CH:34]=[CH:33][C:32]([O:35][C:36]([F:39])([F:38])[F:37])=[CH:31][CH:30]=2)[CH2:26][O:27][CH3:28])=[O:23])[CH:17]=1. The catalyst class is: 9. (5) Reactant: [CH2:1]([N:8]1[C:12](=O)[CH2:11][CH:10]([C:14](OC)=[O:15])[CH2:9]1)[C:2]1[CH:7]=[CH:6][CH:5]=[CH:4][CH:3]=1.[H-].[Al+3].[Li+].[H-].[H-].[H-]. Product: [CH2:1]([N:8]1[CH2:12][CH2:11][CH:10]([CH2:14][OH:15])[CH2:9]1)[C:2]1[CH:7]=[CH:6][CH:5]=[CH:4][CH:3]=1. The catalyst class is: 27. (6) Product: [NH2:34][C:30]1([C:27]2[CH:26]=[CH:25][C:24]([C:16]3[O:15][C:7]4[N:8]=[C:9]([NH:11][CH2:12][CH2:13][OH:14])[N:10]=[C:5]([O:4][CH2:3][CH2:2][F:1])[C:6]=4[C:17]=3[C:18]3[CH:19]=[CH:20][CH:21]=[CH:22][CH:23]=3)=[CH:29][CH:28]=2)[CH2:31][CH2:32][CH2:33]1. Reactant: [F:1][CH2:2][CH2:3][O:4][C:5]1[C:6]2[C:17]([C:18]3[CH:23]=[CH:22][CH:21]=[CH:20][CH:19]=3)=[C:16]([C:24]3[CH:29]=[CH:28][C:27]([C:30]4([NH:34]C(=O)OC(C)(C)C)[CH2:33][CH2:32][CH2:31]4)=[CH:26][CH:25]=3)[O:15][C:7]=2[N:8]=[C:9]([NH:11][CH2:12][CH2:13][OH:14])[N:10]=1. The catalyst class is: 2. (7) Reactant: [C:1]([C:3]1[CH:4]=[C:5]([C:22]2[N:27]=[CH:26][N:25]=[C:24]([NH:28][C:29]3[CH:34]=[CH:33][C:32]([N:35]4[CH2:40][CH2:39][O:38][CH:37]([C:41]([NH2:43])=[O:42])[CH2:36]4)=[CH:31][CH:30]=3)[N:23]=2)[CH:6]=[CH:7][C:8]=1[O:9][C@H:10]1[CH2:15][CH2:14][N:13]([C:16](=[O:20])[C@@H:17]([OH:19])[CH3:18])[CH2:12][C@H:11]1[F:21])#[N:2]. Product: [C:1]([C:3]1[CH:4]=[C:5]([C:22]2[N:27]=[CH:26][N:25]=[C:24]([NH:28][C:29]3[CH:30]=[CH:31][C:32]([N:35]4[CH2:40][CH2:39][O:38][C@H:37]([C:41]([NH2:43])=[O:42])[CH2:36]4)=[CH:33][CH:34]=3)[N:23]=2)[CH:6]=[CH:7][C:8]=1[O:9][C@H:10]1[CH2:15][CH2:14][N:13]([C:16](=[O:20])[C@@H:17]([OH:19])[CH3:18])[CH2:12][C@H:11]1[F:21])#[N:2]. The catalyst class is: 382. (8) Reactant: [C:1]([O:5][C:6]([N:8]1[CH2:13][CH:12]=[C:11]([C:14]2[CH:19]=[CH:18][C:17]([N+:20]([O-])=O)=[C:16]([N:23]3[CH2:28][CH2:27][CH:26]([CH3:29])[CH2:25][CH2:24]3)[CH:15]=2)[CH2:10][CH2:9]1)=[O:7])([CH3:4])([CH3:3])[CH3:2].[Cl-].[NH4+].CCO. Product: [C:1]([O:5][C:6]([N:8]1[CH2:9][CH:10]=[C:11]([C:14]2[CH:19]=[CH:18][C:17]([NH2:20])=[C:16]([N:23]3[CH2:28][CH2:27][CH:26]([CH3:29])[CH2:25][CH2:24]3)[CH:15]=2)[CH2:12][CH2:13]1)=[O:7])([CH3:4])([CH3:2])[CH3:3]. The catalyst class is: 150. (9) Reactant: [CH:1]1[C:9]2[C:8]3[CH2:10][CH2:11][CH2:12][CH2:13][CH2:14][CH2:15][C:7]=3[O:6][C:5]=2[CH:4]=[CH:3][C:2]=1[NH2:16].[C:17]1([CH2:23][C:24](Cl)=[O:25])[CH:22]=[CH:21][CH:20]=[CH:19][CH:18]=1. Product: [CH:1]1[C:9]2[C:8]3[CH2:10][CH2:11][CH2:12][CH2:13][CH2:14][CH2:15][C:7]=3[O:6][C:5]=2[CH:4]=[CH:3][C:2]=1[NH:16][C:24](=[O:25])[CH2:23][C:17]1[CH:22]=[CH:21][CH:20]=[CH:19][CH:18]=1. The catalyst class is: 68.